From a dataset of Human liver microsome stability data. Regression/Classification. Given a drug SMILES string, predict its absorption, distribution, metabolism, or excretion properties. Task type varies by dataset: regression for continuous measurements (e.g., permeability, clearance, half-life) or binary classification for categorical outcomes (e.g., BBB penetration, CYP inhibition). Dataset: hlm. (1) The molecule is C[C@@H]1CN(c2ccc(F)cc2C(F)(F)F)CCN1S(=O)(=O)c1cccc(OC(C)(C)C(=O)O)c1. The result is 0 (unstable in human liver microsomes). (2) The compound is CS(=O)(=O)Nc1ccc2c(c1)S(=O)(=O)NC(C1=C(O)[C@@H]3[C@@H]4CC[C@@H](C4)[C@@H]3N(Cc3ccccc3)C1=O)=N2. The result is 0 (unstable in human liver microsomes). (3) The compound is Oc1c2cc(OCc3ccc(Cl)cc3)ccc2nc2cc(F)cc(F)c12. The result is 0 (unstable in human liver microsomes).